This data is from Full USPTO retrosynthesis dataset with 1.9M reactions from patents (1976-2016). The task is: Predict the reactants needed to synthesize the given product. (1) Given the product [CH3:1][C:2]1[C:10]([N+:11]([O-:13])=[O:12])=[CH:9][C:5]2[N:6]=[CH:7][NH:8][C:4]=2[CH:3]=1, predict the reactants needed to synthesize it. The reactants are: [CH3:1][C:2]1[CH:10]=[CH:9][C:5]2[N:6]=[CH:7][NH:8][C:4]=2[CH:3]=1.[N+:11]([O-])([OH:13])=[O:12]. (2) The reactants are: [F:1][C:2]1[CH:3]=[C:4]([C@H:10]2[CH2:14][CH2:13][CH2:12][N:11]2[C:15]2[CH:20]=[CH:19][N:18]3[N:21]=[CH:22][C:23]([C:24]([OH:26])=O)=[C:17]3[N:16]=2)[C:5]([O:8][CH3:9])=[N:6][CH:7]=1.[NH3:27]. Given the product [F:1][C:2]1[CH:3]=[C:4]([C@H:10]2[CH2:14][CH2:13][CH2:12][N:11]2[C:15]2[CH:20]=[CH:19][N:18]3[N:21]=[CH:22][C:23]([C:24]([NH2:27])=[O:26])=[C:17]3[N:16]=2)[C:5]([O:8][CH3:9])=[N:6][CH:7]=1, predict the reactants needed to synthesize it. (3) Given the product [C:7]1([S:13]([N:16]2[C:24]3[C:19](=[CH:20][CH:21]=[CH:22][CH:23]=3)[CH:18]=[C:17]2[C:25]2[CH:26]=[C:27]([O:30][CH2:24][C:19]3[CH:20]=[C:1]([OH:4])[CH:25]=[CH:17][CH:18]=3)[NH:28][N:29]=2)(=[O:15])=[O:14])[CH:8]=[CH:9][CH:10]=[CH:11][CH:12]=1, predict the reactants needed to synthesize it. The reactants are: [C:1](=[O:4])([O-])[O-].[Cs+].[Cs+].[C:7]1([S:13]([N:16]2[C:24]3[C:19](=[CH:20][CH:21]=[CH:22][CH:23]=3)[CH:18]=[C:17]2[C:25]2[NH:29][N:28]=[C:27]([OH:30])[CH:26]=2)(=[O:15])=[O:14])[CH:12]=[CH:11][CH:10]=[CH:9][CH:8]=1. (4) The reactants are: [OH:1][CH2:2][C:3]1[NH:7][C:6]([C:8]2[C:9](=[O:15])[NH:10][CH:11]=[CH:12][C:13]=2[I:14])=[N:5][C:4]=1[CH3:16].[CH3:17]C(OI1(OC(C)=O)(OC(C)=O)OC(=O)C2C=CC=CC1=2)=O.C(OCC)(=O)C. Given the product [I:14][C:13]1[CH:12]=[CH:11][N:10]=[C:9]([O:15][CH3:17])[C:8]=1[C:6]1[NH:7][C:3]([CH:2]=[O:1])=[C:4]([CH3:16])[N:5]=1, predict the reactants needed to synthesize it. (5) Given the product [F:24][C:25]1[CH:26]=[CH:27][C:28]2[N:29]([CH:31]=[C:32]([CH2:34][N:11]([CH:9]3[C:10]4[N:1]=[CH:2][CH:3]=[CH:4][C:5]=4[CH2:6][CH2:7][CH2:8]3)[CH2:12][CH2:13][CH2:14][CH2:15][NH2:16])[N:33]=2)[CH:30]=1, predict the reactants needed to synthesize it. The reactants are: [N:1]1[C:10]2[CH:9]([NH:11][CH2:12][CH2:13][CH2:14][CH2:15][NH:16]C(=O)OC(C)(C)C)[CH2:8][CH2:7][CH2:6][C:5]=2[CH:4]=[CH:3][CH:2]=1.[F:24][C:25]1[CH:26]=[CH:27][C:28]2[N:29]([CH:31]=[C:32]([CH:34]=O)[N:33]=2)[CH:30]=1. (6) The reactants are: [CH3:1][C@H:2]1[CH2:7][CH2:6][N:5]([C:8]([O:10][C:11]([CH3:14])([CH3:13])[CH3:12])=[O:9])[CH2:4][C@H:3]1[C:15](=O)[NH:16][CH2:17][C:18]1[N:19]=[C:20]2[CH:26]=[CH:25][N:24]([S:27]([C:30]3[CH:36]=[CH:35][C:33]([CH3:34])=[CH:32][CH:31]=3)(=[O:29])=[O:28])[C:21]2=[N:22][CH:23]=1.COC1C=CC(P2(SP(C3C=CC(OC)=CC=3)(=S)S2)=[S:47])=CC=1. Given the product [CH3:1][C@H:2]1[CH2:7][CH2:6][N:5]([C:8]([O:10][C:11]([CH3:14])([CH3:13])[CH3:12])=[O:9])[CH2:4][C@H:3]1[C:15](=[S:47])[NH:16][CH2:17][C:18]1[N:19]=[C:20]2[CH:26]=[CH:25][N:24]([S:27]([C:30]3[CH:36]=[CH:35][C:33]([CH3:34])=[CH:32][CH:31]=3)(=[O:29])=[O:28])[C:21]2=[N:22][CH:23]=1, predict the reactants needed to synthesize it. (7) Given the product [ClH:14].[Br:1][C:2]1[C:3]([CH:9]([CH3:11])[CH3:10])=[N:4][N:5]([CH2:7][Cl:14])[CH:6]=1, predict the reactants needed to synthesize it. The reactants are: [Br:1][C:2]1[C:3]([CH:9]([CH3:11])[CH3:10])=[N:4][N:5]([CH2:7]O)[CH:6]=1.S(Cl)([Cl:14])=O. (8) Given the product [Cl:9][C:10]1[CH:16]=[C:15]([F:17])[CH:14]=[C:13]([F:18])[C:11]=1[NH:12][C:2]1[CH:7]=[CH:6][C:5]([CH3:8])=[CH:4][CH:3]=1, predict the reactants needed to synthesize it. The reactants are: I[C:2]1[CH:7]=[CH:6][C:5]([CH3:8])=[CH:4][CH:3]=1.[Cl:9][C:10]1[CH:16]=[C:15]([F:17])[CH:14]=[C:13]([F:18])[C:11]=1[NH2:12].C(=O)([O-])[O-].[K+].[K+]. (9) Given the product [Cl:34][C:35]1[CH:36]=[CH:37][C:38]([C:41]2[C:47]3[CH:48]=[C:49]([O:52][CH2:53][CH2:54][CH2:55][CH2:56][C:57]([OH:59])=[O:58])[CH:50]=[CH:51][C:46]=3[N:45]3[C:62]([CH3:65])=[N:63][N:64]=[C:44]3[C@H:43]([CH2:66][C:67]([NH:69][CH2:70][CH3:71])=[O:68])[N:42]=2)=[CH:39][CH:40]=1, predict the reactants needed to synthesize it. The reactants are: ClC1C=CC(C2C3C=C(OCC(O)=O)C=CC=3N3C(C)=NN=C3[C@H](CC(NCC)=O)N=2)=CC=1.[Cl:34][C:35]1[CH:40]=[CH:39][C:38]([C:41]2[C:47]3[CH:48]=[C:49]([O:52][CH2:53][CH2:54][CH2:55][CH2:56][C:57]([O:59]CC)=[O:58])[CH:50]=[CH:51][C:46]=3[N:45]3[C:62]([CH3:65])=[N:63][N:64]=[C:44]3[C@H:43]([CH2:66][C:67]([NH:69][CH2:70][CH3:71])=[O:68])[N:42]=2)=[CH:37][CH:36]=1.